From a dataset of NCI-60 drug combinations with 297,098 pairs across 59 cell lines. Regression. Given two drug SMILES strings and cell line genomic features, predict the synergy score measuring deviation from expected non-interaction effect. (1) Drug 2: C1CN(CCN1C(=O)CCBr)C(=O)CCBr. Drug 1: CN(CCCl)CCCl.Cl. Cell line: MDA-MB-231. Synergy scores: CSS=21.2, Synergy_ZIP=-4.53, Synergy_Bliss=-1.23, Synergy_Loewe=2.12, Synergy_HSA=3.13. (2) Drug 1: C1CC(=O)NC(=O)C1N2CC3=C(C2=O)C=CC=C3N. Drug 2: C(CC(=O)O)C(=O)CN.Cl. Cell line: TK-10. Synergy scores: CSS=0.00550, Synergy_ZIP=0.138, Synergy_Bliss=2.10, Synergy_Loewe=1.48, Synergy_HSA=1.63. (3) Drug 1: COC1=CC(=CC(=C1O)OC)C2C3C(COC3=O)C(C4=CC5=C(C=C24)OCO5)OC6C(C(C7C(O6)COC(O7)C8=CC=CS8)O)O. Drug 2: CS(=O)(=O)CCNCC1=CC=C(O1)C2=CC3=C(C=C2)N=CN=C3NC4=CC(=C(C=C4)OCC5=CC(=CC=C5)F)Cl. Cell line: T-47D. Synergy scores: CSS=36.3, Synergy_ZIP=-10.1, Synergy_Bliss=2.39, Synergy_Loewe=-16.9, Synergy_HSA=3.64.